Dataset: TCR-epitope binding with 47,182 pairs between 192 epitopes and 23,139 TCRs. Task: Binary Classification. Given a T-cell receptor sequence (or CDR3 region) and an epitope sequence, predict whether binding occurs between them. (1) The epitope is SLFNTVATLY. The TCR CDR3 sequence is CASSVGGEQFF. Result: 0 (the TCR does not bind to the epitope). (2) The epitope is NLWNTFTRL. The TCR CDR3 sequence is CASSYGETTNEKLFF. Result: 0 (the TCR does not bind to the epitope). (3) The epitope is NQKLIANQF. The TCR CDR3 sequence is CASSDPGHQNSPLHF. Result: 0 (the TCR does not bind to the epitope). (4) The epitope is IVDTVSALV. The TCR CDR3 sequence is CASSLYSNQPQHF. Result: 0 (the TCR does not bind to the epitope). (5) The epitope is NYSGVVTTVMF. The TCR CDR3 sequence is CASSQEGGPNEQFF. Result: 1 (the TCR binds to the epitope). (6) The epitope is FLNGSCGSV. The TCR CDR3 sequence is CASSLGQISGNTIYF. Result: 0 (the TCR does not bind to the epitope).